This data is from Full USPTO retrosynthesis dataset with 1.9M reactions from patents (1976-2016). The task is: Predict the reactants needed to synthesize the given product. (1) Given the product [CH3:8][O:9][C:10](=[O:32])[C@@H:11]([O:29][CH2:30][CH3:31])[CH2:12][C:14]1[CH:19]=[CH:18][C:17]([O:20][CH2:21][C:22]2[CH:27]=[CH:26][CH:25]=[CH:24][CH:23]=2)=[CH:16][C:15]=1[CH3:28], predict the reactants needed to synthesize it. The reactants are: C([SiH](CC)CC)C.[CH3:8][O:9][C:10](=[O:32])[C@@H:11]([O:29][CH2:30][CH3:31])[C@@H:12]([C:14]1[CH:19]=[CH:18][C:17]([O:20][CH2:21][C:22]2[CH:27]=[CH:26][CH:25]=[CH:24][CH:23]=2)=[CH:16][C:15]=1[CH3:28])O. (2) Given the product [OH:24][C:21]1[CH:20]=[CH:19][C:18]([C:16]2[O:17][C:13]3[C:12]([C:27]([CH3:29])=[CH2:28])=[CH:11][C:10]([OH:9])=[CH:26][C:14]=3[N:15]=2)=[CH:23][CH:22]=1, predict the reactants needed to synthesize it. The reactants are: Cl.N1C=CC=CC=1.C[O:9][C:10]1[CH:11]=[C:12]([C:27](O)([CH3:29])[CH3:28])[C:13]2[O:17][C:16]([C:18]3[CH:23]=[CH:22][C:21]([O:24]C)=[CH:20][CH:19]=3)=[N:15][C:14]=2[CH:26]=1. (3) Given the product [NH2:1][C:2]1[NH:3][C:4](=[O:28])[C:5]([CH2:9][CH2:10][CH2:11][CH:12]([C:19]2[CH:20]=[CH:21][C:22]([C:23]([NH:30][C@H:31]([C:41]([O:43][C:44]([CH3:47])([CH3:46])[CH3:45])=[O:42])[CH2:32][CH2:33][C:34]([O:36][C:37]([CH3:40])([CH3:38])[CH3:39])=[O:35])=[O:24])=[CH:26][CH:27]=2)[C:13](=[O:18])[C:14]([F:16])([F:17])[F:15])=[C:6]([NH2:8])[N:7]=1, predict the reactants needed to synthesize it. The reactants are: [NH2:1][C:2]1[NH:3][C:4](=[O:28])[C:5]([CH2:9][CH2:10][CH2:11][CH:12]([C:19]2[CH:27]=[CH:26][C:22]([C:23](O)=[O:24])=[CH:21][CH:20]=2)[C:13](=[O:18])[C:14]([F:17])([F:16])[F:15])=[C:6]([NH2:8])[N:7]=1.Cl.[NH2:30][C@H:31]([C:41]([O:43][C:44]([CH3:47])([CH3:46])[CH3:45])=[O:42])[CH2:32][CH2:33][C:34]([O:36][C:37]([CH3:40])([CH3:39])[CH3:38])=[O:35].C([O-])(O)=O.[Na+].CCN=C=NCCCN(C)C. (4) Given the product [C:1]([O:5][C:6]([N:8]1[CH2:9][CH2:10][CH:11]([O:14][C:15]2[CH:20]=[CH:19][C:18]([C:21](=[O:36])[CH2:22][CH:23]([C:24]3[CH:25]=[C:26]4[C:30](=[CH:31][CH:32]=3)[C:29](=[N:33][O:34][CH3:35])[CH2:28][CH2:27]4)[C:43](=[O:44])[C:40]3[CH:41]=[CH:42][N:37]=[CH:38][CH:39]=3)=[CH:17][CH:16]=2)[CH2:12][CH2:13]1)=[O:7])([CH3:4])([CH3:3])[CH3:2], predict the reactants needed to synthesize it. The reactants are: [C:1]([O:5][C:6]([N:8]1[CH2:13][CH2:12][CH:11]([O:14][C:15]2[CH:20]=[CH:19][C:18]([C:21](=[O:36])/[CH:22]=[CH:23]/[C:24]3[CH:25]=[C:26]4[C:30](=[CH:31][CH:32]=3)[C:29](=[N:33][O:34][CH3:35])[CH2:28][CH2:27]4)=[CH:17][CH:16]=2)[CH2:10][CH2:9]1)=[O:7])([CH3:4])([CH3:3])[CH3:2].[N:37]1[CH:42]=[CH:41][C:40]([CH:43]=[O:44])=[CH:39][CH:38]=1. (5) Given the product [C:59]([C:58]([N:23]([C:18]1[CH:19]=[CH:20][CH:21]=[CH:22][C:17]=1[C:15]([OH:16])=[O:14])[C:24]1[CH:57]=[CH:56][C:27]([CH2:28][C@@H:29]([C:35]([NH:37][CH2:38][CH2:39][CH2:40][CH2:41][O:42][C:43]2[CH:52]=[C:51]([O:53][CH3:54])[CH:50]=[C:49]([OH:55])[C:44]=2[C:45]([O:47][CH3:48])=[O:46])=[O:36])[NH:30][C:31]([O:33][CH3:34])=[O:32])=[CH:26][CH:25]=1)=[O:69])([OH:61])=[O:60], predict the reactants needed to synthesize it. The reactants are: C([O:14][C:15]([C:17]1[CH:22]=[CH:21][CH:20]=[CH:19][C:18]=1[N:23]([C:58](=[O:69])[C:59]([O:61]CC1C=CC=CC=1)=[O:60])[C:24]1[CH:57]=[CH:56][C:27]([CH2:28][C@@H:29]([C:35]([NH:37][CH2:38][CH2:39][CH2:40][CH2:41][O:42][C:43]2[CH:52]=[C:51]([O:53][CH3:54])[CH:50]=[C:49]([OH:55])[C:44]=2[C:45]([O:47][CH3:48])=[O:46])=[O:36])[NH:30][C:31]([O:33][CH3:34])=[O:32])=[CH:26][CH:25]=1)=[O:16])(C1C=CC=CC=1)C1C=CC=CC=1. (6) Given the product [C:3]([C:7]1[N:11]([CH2:12][CH:13]2[CH2:14][CH2:15][O:16][CH2:17][CH2:18]2)[C:10]2[CH:19]=[CH:20][C:21]([S:23]([N:26]3[CH2:31][CH2:30][CH2:29][CH:28]([C:32]([OH:34])=[O:33])[CH2:27]3)(=[O:25])=[O:24])=[CH:22][C:9]=2[N:8]=1)([CH3:6])([CH3:4])[CH3:5], predict the reactants needed to synthesize it. The reactants are: [OH-].[Na+].[C:3]([C:7]1[N:11]([CH2:12][CH:13]2[CH2:18][CH2:17][O:16][CH2:15][CH2:14]2)[C:10]2[CH:19]=[CH:20][C:21]([S:23]([N:26]3[CH2:31][CH2:30][CH2:29][CH:28]([C:32]([O:34]CC)=[O:33])[CH2:27]3)(=[O:25])=[O:24])=[CH:22][C:9]=2[N:8]=1)([CH3:6])([CH3:5])[CH3:4]. (7) The reactants are: [F:1][C:2]1[CH:7]=[CH:6][C:5]([C:8]2[N:12]=[N:11][N:10]([CH3:13])[C:9]=2[CH2:14][O:15][C:16]2[CH:24]=[CH:23][C:19]([C:20]([OH:22])=O)=[CH:18][N:17]=2)=[CH:4][CH:3]=1.[CH:25]([NH2:28])([CH3:27])[CH3:26]. Given the product [F:1][C:2]1[CH:7]=[CH:6][C:5]([C:8]2[N:12]=[N:11][N:10]([CH3:13])[C:9]=2[CH2:14][O:15][C:16]2[CH:24]=[CH:23][C:19]([C:20]([NH:28][CH:25]([CH3:27])[CH3:26])=[O:22])=[CH:18][N:17]=2)=[CH:4][CH:3]=1, predict the reactants needed to synthesize it.